Predict the reaction yield, written as a fraction of the theoretical maximum amount of product (1.0 means a 100% yield; for example, 0.34 means a 34% yield). From a dataset of Reaction yield outcomes from USPTO patents with 853,638 reactions. (1) The reactants are C[O:2][C:3]1[CH:10]=[CH:9][C:6]([CH:7]=[O:8])=[C:5]([CH3:11])[C:4]=1[CH3:12].B(Br)(Br)Br. The catalyst is C(Cl)Cl.O. The product is [OH:2][C:3]1[CH:10]=[CH:9][C:6]([CH:7]=[O:8])=[C:5]([CH3:11])[C:4]=1[CH3:12]. The yield is 0.100. (2) The reactants are ClCCCl.[Br:5][C:6]1[CH:7]=[C:8]([CH:11]=[CH:12][CH:13]=1)[CH:9]=O.[O:14]([C:21]1[CH:22]=[C:23]([CH:25]=[CH:26][CH:27]=1)[NH2:24])[C:15]1[CH:20]=[CH:19][CH:18]=[CH:17][CH:16]=1.[BH-](OC(C)=O)(OC(C)=O)OC(C)=O.[Na+]. The catalyst is O.C(O)(=O)C. The product is [O:14]([C:21]1[CH:22]=[C:23]([NH:24][CH2:9][C:8]2[CH:11]=[CH:12][CH:13]=[C:6]([Br:5])[CH:7]=2)[CH:25]=[CH:26][CH:27]=1)[C:15]1[CH:16]=[CH:17][CH:18]=[CH:19][CH:20]=1. The yield is 0.980.